From a dataset of Drug-target binding data from BindingDB using IC50 measurements. Regression. Given a target protein amino acid sequence and a drug SMILES string, predict the binding affinity score between them. We predict pIC50 (pIC50 = -log10(IC50 in M); higher means more potent). Dataset: bindingdb_ic50. The compound is COc1cc(C/C(C(=O)c2ccc3c(c2)OCO3)=C(/C(=O)[O-])c2ccc3nsnc3c2)cc(OC)c1OC. The target protein (P35463) has sequence MQPLRSLCGRALVALIFACGVAGVQSEERGFPPAGATPPALRTGEIVAPPTKTFWPRGSNASLPRSSSPPQMPKGGRMAGPPARTLTPPPCEGPIEIKDTFKYINTVVSCLVFVLGIIGNSTLLRIIYKNKCMRNGPNILIASLALGDLLHIIIDIPINVYKLLAEDWPFGVEMCKLVPFIQKASVGITVLSLCALSIDRYRAVASWSRIKGIGVPKWTAVEIVLIWVVSVVLAVPEALGFDMITTDYKGNRLRICLLHPTQKTAFMQFYKTAKDWWLFSFYFCLPLAITAFFYTLMTCEMLRKKSGMQIALNDHLKQRREVAKTVFCLVLVFALCWLPLHLSRILKLTLYDQNDSNRCELLSFLLVLDYIGINMASLNSCINPIALYLVSKRFKNCFKSCLCCWCQSFEEKQSLEEKQSCLKFKANDHGYDNFRSSNKYSSS. The pIC50 is 6.4.